This data is from Forward reaction prediction with 1.9M reactions from USPTO patents (1976-2016). The task is: Predict the product of the given reaction. (1) The product is: [Cl:14][C:15]1[C:20]([C:21]([F:22])([F:23])[F:24])=[C:19]([O:10][CH2:9][C:8]([C:5]2[CH:4]=[CH:3][C:2]([F:1])=[CH:7][CH:6]=2)([O:12][CH3:13])[CH3:11])[CH:18]=[CH:17][N:16]=1. Given the reactants [F:1][C:2]1[CH:7]=[CH:6][C:5]([C:8]([O:12][CH3:13])([CH3:11])[CH2:9][OH:10])=[CH:4][CH:3]=1.[Cl:14][C:15]1[C:20]([C:21]([F:24])([F:23])[F:22])=[C:19](Cl)[CH:18]=[CH:17][N:16]=1, predict the reaction product. (2) Given the reactants [CH2:1]([C:3]1[C:8](=[O:9])[NH:7][C:6]([CH3:10])=[C:5]([C:11]2[CH:12]=[N:13][CH:14]=[C:15]([C:17]([OH:19])=O)[CH:16]=2)[CH:4]=1)[CH3:2].[C:20]([C:24]1[O:28][N:27]=[C:26]([NH2:29])[CH:25]=1)([CH3:23])([CH3:22])[CH3:21], predict the reaction product. The product is: [C:20]([C:24]1[O:28][N:27]=[C:26]([NH:29][C:17]([C:15]2[CH:16]=[C:11]([C:5]3[CH:4]=[C:3]([CH2:1][CH3:2])[C:8](=[O:9])[NH:7][C:6]=3[CH3:10])[CH:12]=[N:13][CH:14]=2)=[O:19])[CH:25]=1)([CH3:23])([CH3:22])[CH3:21]. (3) Given the reactants [NH2:1][C:2]([C:4]1[CH:5]=[N:6][C:7]2[C:12]([C:13]=1[NH:14][C:15]1[CH:16]=[C:17]([C:21]([O:23]C)=[O:22])[CH:18]=[N:19][CH:20]=1)=[CH:11][CH:10]=[C:9]([C:25]1[C:26]([CH3:31])=[N:27][O:28][C:29]=1[CH3:30])[CH:8]=2)=[O:3].[OH-].[Na+], predict the reaction product. The product is: [NH2:1][C:2]([C:4]1[CH:5]=[N:6][C:7]2[C:12]([C:13]=1[NH:14][C:15]1[CH:16]=[C:17]([C:21]([OH:23])=[O:22])[CH:18]=[N:19][CH:20]=1)=[CH:11][CH:10]=[C:9]([C:25]1[C:26]([CH3:31])=[N:27][O:28][C:29]=1[CH3:30])[CH:8]=2)=[O:3]. (4) Given the reactants Br[C:2]1[CH:8]=[C:7]([F:9])[C:5]([NH2:6])=[C:4]([F:10])[CH:3]=1.[CH3:11][C:12]1[C:20]2[C:15](=[CH:16][CH:17]=[C:18](B3OC(C)(C)C(C)(C)O3)[CH:19]=2)[NH:14][CH:13]=1, predict the reaction product. The product is: [F:9][C:7]1[CH:8]=[C:2]([C:18]2[CH:19]=[C:20]3[C:15](=[CH:16][CH:17]=2)[NH:14][CH:13]=[C:12]3[CH3:11])[CH:3]=[C:4]([F:10])[C:5]=1[NH2:6]. (5) Given the reactants [C:1]([N:4]1[C:13]2[C:8](=[CH:9][C:10](Br)=[CH:11][CH:12]=2)[N:7]([C:15]([O:17][CH:18]2[CH2:21][CH2:20][CH2:19]2)=[O:16])[CH2:6][C@@H:5]1[CH3:22])(=[O:3])[CH3:2].C[C:24]1(C)[CH2:28][N:27](C([O-])=O)[N:26](C)[C:25]1(C)B1OCCO1.C(=O)([O-])[O-].[Cs+].[Cs+].O1CCOCC1, predict the reaction product. The product is: [C:1]([N:4]1[C:13]2[C:8](=[CH:9][C:10]([C:24]3[CH:25]=[N:26][NH:27][CH:28]=3)=[CH:11][CH:12]=2)[N:7]([C:15]([O:17][CH:18]2[CH2:21][CH2:20][CH2:19]2)=[O:16])[CH2:6][C@@H:5]1[CH3:22])(=[O:3])[CH3:2]. (6) Given the reactants [Cl:1][C:2]1[C:10]([F:11])=[CH:9][CH:8]=[C:7]2[C:3]=1[CH:4]=[CH:5][N:6]2[C@@H:12]1[O:29][C@H:28]([CH2:30][O:31]C(=O)C)[C@@H:23]([O:24]C(=O)C)[C@H:18]([O:19]C(=O)C)[C@H:13]1[O:14]C(=O)C.[I:35][C:36]1[CH:44]=[CH:43][C:39]([C:40](Cl)=O)=[CH:38][CH:37]=1, predict the reaction product. The product is: [Cl:1][C:2]1[C:10]([F:11])=[CH:9][CH:8]=[C:7]2[C:3]=1[C:4]([CH2:40][C:39]1[CH:43]=[CH:44][C:36]([I:35])=[CH:37][CH:38]=1)=[CH:5][N:6]2[C@@H:12]1[O:29][C@H:28]([CH2:30][OH:31])[C@@H:23]([OH:24])[C@H:18]([OH:19])[C@H:13]1[OH:14].